Dataset: Peptide-MHC class II binding affinity with 134,281 pairs from IEDB. Task: Regression. Given a peptide amino acid sequence and an MHC pseudo amino acid sequence, predict their binding affinity value. This is MHC class II binding data. (1) The peptide sequence is YDKFLANVSTVLTQK. The MHC is DRB1_0802 with pseudo-sequence DRB1_0802. The binding affinity (normalized) is 0.887. (2) The peptide sequence is AAATAYTTVYGAFAA. The MHC is HLA-DPA10103-DPB10601 with pseudo-sequence HLA-DPA10103-DPB10601. The binding affinity (normalized) is 0.229. (3) The peptide sequence is QAVMEMTYKNKVVKV. The MHC is DRB3_0301 with pseudo-sequence DRB3_0301. The binding affinity (normalized) is 0.936.